Dataset: Reaction yield outcomes from USPTO patents with 853,638 reactions. Task: Predict the reaction yield, written as a fraction of the theoretical maximum amount of product (1.0 means a 100% yield; for example, 0.34 means a 34% yield). The reactants are [Br:1][C:2]1[CH:3]=[C:4]([NH:9][S:10]([C:13]2[CH:18]=[CH:17][C:16]([O:19]C)=[CH:15][CH:14]=2)(=[O:12])=[O:11])[CH:5]=[C:6]([F:8])[CH:7]=1.B(Br)(Br)Br. The catalyst is ClCCl. The product is [Br:1][C:2]1[CH:3]=[C:4]([NH:9][S:10]([C:13]2[CH:14]=[CH:15][C:16]([OH:19])=[CH:17][CH:18]=2)(=[O:11])=[O:12])[CH:5]=[C:6]([F:8])[CH:7]=1. The yield is 0.990.